This data is from Forward reaction prediction with 1.9M reactions from USPTO patents (1976-2016). The task is: Predict the product of the given reaction. (1) Given the reactants [N:1]1([CH2:6][C:7]([C:19]2[S:20][CH:21]=[CH:22][N:23]=2)=[CH:8][C:9]2[CH:10]=[C:11]([CH:16]=[CH:17][CH:18]=2)[C:12]([O:14]C)=[O:13])[CH:5]=[CH:4][N:3]=[CH:2]1.[OH-].[Na+], predict the reaction product. The product is: [N:1]1([CH2:6][C:7]([C:19]2[S:20][CH:21]=[CH:22][N:23]=2)=[CH:8][C:9]2[CH:10]=[C:11]([CH:16]=[CH:17][CH:18]=2)[C:12]([OH:14])=[O:13])[CH:5]=[CH:4][N:3]=[CH:2]1. (2) Given the reactants [NH2:1][C:2]1[S:3][CH:4]=[N:5][N:6]=1.[CH2:7]([C:11]1[CH:16]=[CH:15][C:14]([S:17](Cl)(=[O:19])=[O:18])=[CH:13][CH:12]=1)[CH2:8][CH2:9][CH3:10].O, predict the reaction product. The product is: [CH2:7]([C:11]1[CH:16]=[CH:15][C:14]([S:17]([NH:1][C:2]2[S:3][CH:4]=[N:5][N:6]=2)(=[O:19])=[O:18])=[CH:13][CH:12]=1)[CH2:8][CH2:9][CH3:10]. (3) Given the reactants COCCN(S(F)(F)[F:11])CCOC.[CH3:14][O:15][C:16](=[O:27])[C:17]1[CH:22]=[CH:21][C:20]([CH2:23][CH2:24]O)=[N:19][C:18]=1[NH2:26], predict the reaction product. The product is: [CH3:14][O:15][C:16](=[O:27])[C:17]1[CH:22]=[CH:21][C:20]([CH2:23][CH2:24][F:11])=[N:19][C:18]=1[NH2:26]. (4) Given the reactants ClC1C=CC=C2C=1OC1(CCN(C(OC(C)(C)C)=O)CC1)CC2=O.[F:25][C:26]1[CH:47]=[C:46]2[C:29]([C:30](=[O:48])[CH2:31][C:32]3([O:45]2)[CH2:37][CH2:36][N:35]([C:38]([O:40][C:41]([CH3:44])([CH3:43])[CH3:42])=[O:39])[CH2:34][CH2:33]3)=[CH:28][CH:27]=1, predict the reaction product. The product is: [F:25][C:26]1[CH:47]=[C:46]2[C:29]([CH:30]([OH:48])[CH2:31][C:32]3([O:45]2)[CH2:33][CH2:34][N:35]([C:38]([O:40][C:41]([CH3:44])([CH3:43])[CH3:42])=[O:39])[CH2:36][CH2:37]3)=[CH:28][CH:27]=1. (5) Given the reactants [CH2:1]([SnH:5]([CH2:10][CH2:11][CH2:12][CH3:13])[CH2:6][CH2:7][CH2:8][CH3:9])[CH2:2][CH2:3][CH3:4].C([N-]C(C)C)(C)C.[Li+].Cl[C:23]1[N:28]=[CH:27][C:26]([CH2:29][CH2:30][CH2:31][CH2:32][CH2:33][CH2:34][CH2:35][CH2:36][CH3:37])=[CH:25][N:24]=1, predict the reaction product. The product is: [CH2:29]([C:26]1[CH:25]=[N:24][C:23]([Sn:5]([CH2:1][CH2:2][CH2:3][CH3:4])([CH2:6][CH2:7][CH2:8][CH3:9])[CH2:10][CH2:11][CH2:12][CH3:13])=[N:28][CH:27]=1)[CH2:30][CH2:31][CH2:32][CH2:33][CH2:34][CH2:35][CH2:36][CH3:37]. (6) Given the reactants [CH2:1]([O:3][CH2:4][C:5]1[N:6]([CH2:24][CH2:25][CH2:26][O:27][CH:28]([CH3:30])[CH3:29])[C:7]2[C:16]3[CH:15]=[CH:14][C:13]([N:17]4[CH2:21][CH2:20][CH2:19][C:18]4=[O:22])=[CH:12][C:11]=3[N:10]=[CH:9][C:8]=2[N:23]=1)[CH3:2].ClC1C=C(C=CC=1)C(OO)=O.[OH-].[NH4+:43].C1(S(Cl)(=O)=O)C=CC=CC=1, predict the reaction product. The product is: [NH2:43][C:9]1[C:8]2[N:23]=[C:5]([CH2:4][O:3][CH2:1][CH3:2])[N:6]([CH2:24][CH2:25][CH2:26][O:27][CH:28]([CH3:29])[CH3:30])[C:7]=2[C:16]2[CH:15]=[CH:14][C:13]([N:17]3[CH2:21][CH2:20][CH2:19][C:18]3=[O:22])=[CH:12][C:11]=2[N:10]=1. (7) Given the reactants [S:1]1[CH:5]=[CH:4][C:3]([NH:6][C:7](=[O:12])[C:8]([CH3:11])([CH3:10])[CH3:9])=[CH:2]1.[Li]CCCC.CN([CH:21]=[O:22])C, predict the reaction product. The product is: [CH:21]([C:2]1[S:1][CH:5]=[CH:4][C:3]=1[NH:6][C:7](=[O:12])[C:8]([CH3:9])([CH3:11])[CH3:10])=[O:22]. (8) The product is: [CH:1]1([CH2:4][N:5]2[CH2:30][CH2:29][C@:12]34[C:13]5[C:14]6[O:28][C@H:11]3[C:10](=[O:31])[CH2:9][CH2:8][C@@:7]4([O:32][CH3:33])[C@H:6]2[CH2:19][C:18]=5[CH:17]=[CH:16][C:15]=6[OH:20])[CH2:2][CH2:3]1. Given the reactants [CH:1]1([CH2:4][N:5]2[CH2:30][CH2:29][C@:12]34[C:13]5[C:14]6[O:28][C@H:11]3[C:10](=[O:31])[CH2:9][CH2:8][C@@:7]4([O:32][CH3:33])[C@H:6]2[CH2:19][C:18]=5[CH:17]=[CH:16][C:15]=6[O:20]CC2C=CC=CC=2)[CH2:3][CH2:2]1, predict the reaction product. (9) Given the reactants [CH3:1][O:2][CH2:3][C:4]1[C:8]([N+:9]([O-])=O)=[CH:7][N:6]([CH3:12])[N:5]=1.CCOC(C)=O, predict the reaction product. The product is: [CH3:1][O:2][CH2:3][C:4]1[C:8]([NH2:9])=[CH:7][N:6]([CH3:12])[N:5]=1.